This data is from Forward reaction prediction with 1.9M reactions from USPTO patents (1976-2016). The task is: Predict the product of the given reaction. (1) Given the reactants [F-].C([N+](CCCC)(CCCC)CCCC)CCC.[Cl:19][C:20]1[CH:25]=[CH:24][N:23]=[C:22](I)[CH:21]=1.[Cl:27][C:28]1[CH:29]=[C:30]([O:38][CH3:39])[C:31]([O:34][CH2:35][C:36]#[CH:37])=[N:32][CH:33]=1, predict the reaction product. The product is: [Cl:19][C:20]1[CH:25]=[CH:24][N:23]=[C:22]([C:37]#[C:36][CH2:35][O:34][C:31]2[C:30]([O:38][CH3:39])=[CH:29][C:28]([Cl:27])=[CH:33][N:32]=2)[CH:21]=1. (2) Given the reactants [OH:1][C:2]1[CH:9]=[CH:8][C:5]([CH:6]=[O:7])=[CH:4][CH:3]=1.C1OCCOCCOCCOCCOCCOC1.C(=O)([O-])[O-].[K+].[K+].C1(C)C=CC(S(O[CH2:44][C:45]([F:48])([F:47])[F:46])(=O)=O)=CC=1.Cl, predict the reaction product. The product is: [F:46][C:45]([F:48])([F:47])[CH2:44][O:1][C:2]1[CH:9]=[CH:8][C:5]([CH:6]=[O:7])=[CH:4][CH:3]=1.